Task: Predict the reaction yield, written as a fraction of the theoretical maximum amount of product (1.0 means a 100% yield; for example, 0.34 means a 34% yield).. Dataset: Reaction yield outcomes from USPTO patents with 853,638 reactions (1) The reactants are [NH2:1][C:2]1[N:7]=[C:6]([N:8]2[CH2:13][CH2:12][N:11]([C:14](=[O:24])[CH2:15][O:16][C:17]3[CH:22]=[CH:21][C:20]([Cl:23])=[CH:19][CH:18]=3)[CH2:10][CH2:9]2)[C:5]([NH2:25])=[C:4]([NH2:26])[N:3]=1.[CH3:27][O:28][C:29]1[CH:30]=[C:31]([CH:34]=[CH:35][C:36]=1[O:37][CH3:38])[CH:32]=O. No catalyst specified. The product is [NH2:1][C:2]1[N:3]=[C:4]2[C:5]([N:25]=[C:32]([C:31]3[CH:34]=[CH:35][C:36]([O:37][CH3:38])=[C:29]([O:28][CH3:27])[CH:30]=3)[NH:26]2)=[C:6]([N:8]2[CH2:9][CH2:10][N:11]([C:14](=[O:24])[CH2:15][O:16][C:17]3[CH:18]=[CH:19][C:20]([Cl:23])=[CH:21][CH:22]=3)[CH2:12][CH2:13]2)[N:7]=1. The yield is 0.570. (2) The reactants are Br[C:2]1[N:7]2[CH:8]=[C:9](/[CH:11]=[CH:12]/[C:13]3[CH:22]=[CH:21][C:20]4[C:15](=[CH:16][CH:17]=[CH:18][CH:19]=4)[N:14]=3)[N:10]=[C:6]2[C:5]([N:23]2[CH2:28][CH2:27][O:26][CH2:25][CH2:24]2)=[N:4][CH:3]=1.CC1(C)C(C)(C)OB([C:37]2[CH:38]=[CH:39][C:40]([C:43]#[N:44])=[N:41][CH:42]=2)O1. No catalyst specified. The product is [O:26]1[CH2:27][CH2:28][N:23]([C:5]2[C:6]3[N:7]([CH:8]=[C:9](/[CH:11]=[CH:12]/[C:13]4[CH:22]=[CH:21][C:20]5[C:15](=[CH:16][CH:17]=[CH:18][CH:19]=5)[N:14]=4)[N:10]=3)[C:2]([C:37]3[CH:38]=[CH:39][C:40]([C:43]#[N:44])=[N:41][CH:42]=3)=[CH:3][N:4]=2)[CH2:24][CH2:25]1. The yield is 0.590. (3) The reactants are [N:1]1[CH:6]=[CH:5][CH:4]=[N:3][C:2]=1[O:7][CH:8]1[CH2:13][CH2:12][CH2:11][N:10](C(OC(C)(C)C)=O)[CH2:9]1.[ClH:21]. The catalyst is CO. The product is [ClH:21].[ClH:21].[NH:10]1[CH2:11][CH2:12][CH2:13][CH:8]([O:7][C:2]2[N:1]=[CH:6][CH:5]=[CH:4][N:3]=2)[CH2:9]1. The yield is 0.520. (4) The reactants are [CH3:1][C:2]1([CH3:16])[C:7]2[CH:8]=[C:9](B(O)O)[CH:10]=[CH:11][C:6]=2[NH:5][C:4](=[O:15])[O:3]1.C(=O)([O-])[O-].[Na+].[Na+].[Br-].[Li+].O.CO[CH2:28][CH2:29][O:30][CH3:31]. The catalyst is [Pd].C1(P(C2C=CC=CC=2)C2C=CC=CC=2)C=CC=CC=1.C1(P(C2C=CC=CC=2)C2C=CC=CC=2)C=CC=CC=1.C1(P(C2C=CC=CC=2)C2C=CC=CC=2)C=CC=CC=1.C1(P(C2C=CC=CC=2)C2C=CC=CC=2)C=CC=CC=1.C(OCC)(=O)C. The product is [CH3:1][C:2]1([CH3:16])[O:3][C:4](=[O:15])[NH:5][C:6]2[CH:11]=[CH:10][C:9]([C:9]3[CH:8]=[C:7]([CH:28]=[C:29]([O:30][CH3:31])[CH:10]=3)[C:6]#[N:5])=[CH:8][C:7]1=2. The yield is 0.530. (5) The reactants are [ClH:1].[CH3:2][O:3][C:4]1[CH:5]=[C:6]2[C:11](=[C:12]3[CH2:16][C:15]([CH3:18])([CH3:17])[O:14][C:13]=13)[C:10]([C:19]1[CH:27]=[CH:26][C:22]([C:23]([Cl:25])=[O:24])=[CH:21][CH:20]=1)=[N:9][C:8]([CH3:29])([CH3:28])[CH2:7]2.[NH2:30][C:31]1[N:36]=[CH:35][CH:34]=[CH:33][N:32]=1.C(=O)([O-])O.[Na+]. The catalyst is N1C=CC=CC=1. The product is [ClH:25].[ClH:1].[N:32]1[CH:33]=[CH:34][CH:35]=[N:36][C:31]=1[NH:30][C:23](=[O:24])[C:22]1[CH:26]=[CH:27][C:19]([C:10]2[C:11]3[C:6](=[CH:5][C:4]([O:3][CH3:2])=[C:13]4[O:14][C:15]([CH3:18])([CH3:17])[CH2:16][C:12]4=3)[CH2:7][C:8]([CH3:29])([CH3:28])[N:9]=2)=[CH:20][CH:21]=1. The yield is 0.790.